Dataset: Reaction yield outcomes from USPTO patents with 853,638 reactions. Task: Predict the reaction yield, written as a fraction of the theoretical maximum amount of product (1.0 means a 100% yield; for example, 0.34 means a 34% yield). (1) The reactants are [CH3:1][N:2]([CH3:32])[C:3]1[CH:8]=[CH:7][C:6]([C:9]2[CH:10]=[C:11]3[C:17]([N:18]4[CH2:23][CH2:22][O:21][CH2:20][CH2:19]4)=[CH:16][N:15](COCC[Si](C)(C)C)[C:12]3=[N:13][CH:14]=2)=[CH:5][CH:4]=1.Cl.C([O-])(O)=O.[Na+]. The catalyst is C(O)C. The product is [CH3:1][N:2]([CH3:32])[C:3]1[CH:8]=[CH:7][C:6]([C:9]2[CH:10]=[C:11]3[C:17]([N:18]4[CH2:23][CH2:22][O:21][CH2:20][CH2:19]4)=[CH:16][NH:15][C:12]3=[N:13][CH:14]=2)=[CH:5][CH:4]=1. The yield is 0.390. (2) The reactants are C(O)(C(F)(F)F)=O.[N:8]1[CH:13]=[CH:12][CH:11]=[N:10][C:9]=1[C:14]1[O:22][C:17]2=[CH:18][N:19]=[CH:20][CH:21]=[C:16]2[C:15]=1[NH:23][C:24]1[CH:32]=[C:31]2[C:27]([CH:28]=[N:29][N:30]2C(OC(C)(C)C)=O)=[CH:26][CH:25]=1. The catalyst is ClCCl. The product is [N:10]1[CH:11]=[CH:12][CH:13]=[N:8][C:9]=1[C:14]1[O:22][C:17]2=[CH:18][N:19]=[CH:20][CH:21]=[C:16]2[C:15]=1[NH:23][C:24]1[CH:32]=[C:31]2[C:27]([CH:28]=[N:29][NH:30]2)=[CH:26][CH:25]=1. The yield is 0.450. (3) The reactants are [C:1]([O:9][CH2:10][CH2:11][CH2:12][CH2:13][C:14]#[N:15])(=[O:8])[C:2]1[CH:7]=[CH:6][CH:5]=[CH:4][CH:3]=1.[NH:16]([C:18](=[S:20])[NH2:19])N. The catalyst is C(O)(C(F)(F)F)=O. The product is [C:1]([O:9][CH2:10][CH2:11][CH2:12][CH2:13][C:14]1[S:20][C:18]([NH2:19])=[N:16][N:15]=1)(=[O:8])[C:2]1[CH:7]=[CH:6][CH:5]=[CH:4][CH:3]=1. The yield is 0.790.